From a dataset of Full USPTO retrosynthesis dataset with 1.9M reactions from patents (1976-2016). Predict the reactants needed to synthesize the given product. (1) Given the product [C:1]1([CH3:22])[CH:2]=[CH:3][C:4]([N:7]2[C:8]3=[N:9][CH:10]=[CH:11][C:12]([C:15]4[CH:20]=[CH:19][C:18]([CH3:21])=[CH:17][CH:16]=4)=[C:13]3[N:14]=[CH:23]2)=[CH:5][CH:6]=1, predict the reactants needed to synthesize it. The reactants are: [C:1]1([CH3:22])[CH:6]=[CH:5][C:4]([NH:7][C:8]2[C:13]([NH2:14])=[C:12]([C:15]3[CH:20]=[CH:19][C:18]([CH3:21])=[CH:17][CH:16]=3)[CH:11]=[CH:10][N:9]=2)=[CH:3][CH:2]=1.[CH2:23](OC=C(C#N)C#N)C. (2) The reactants are: [CH3:1][O:2][C:3]([C:5]1[S:6][C:7]([C:11]2[CH:16]=[CH:15][CH:14]=[CH:13][CH:12]=2)=[CH:8][C:9]=1[NH2:10])=[O:4].I[CH3:18]. Given the product [CH3:1][O:2][C:3]([C:5]1[S:6][C:7]([C:11]2[CH:16]=[CH:15][CH:14]=[CH:13][CH:12]=2)=[CH:8][C:9]=1[NH:10][CH3:18])=[O:4], predict the reactants needed to synthesize it. (3) Given the product [CH2:21]([N:20]([CH2:23][CH3:24])[C:18]([C:15]1[CH:16]=[CH:17][C:12]([C:11](=[C:25]2[CH2:30][CH2:29][N:28]([CH2:31][C:32]3[CH:38]=[CH:37][N:36]=[CH:34][CH:33]=3)[CH2:27][CH2:26]2)[C:6]2[CH:7]=[CH:8][CH:9]=[CH:10][C:5]=2[NH:4][C:3](=[O:35])[O:2][CH3:1])=[CH:13][CH:14]=1)=[O:19])[CH3:22], predict the reactants needed to synthesize it. The reactants are: [CH3:1][O:2][C:3](=[O:35])[NH:4][C:5]1[CH:10]=[CH:9][CH:8]=[CH:7][C:6]=1[C:11](=[C:25]1[CH2:30][CH2:29][N:28]([CH2:31][CH2:32][CH2:33][CH3:34])[CH2:27][CH2:26]1)[C:12]1[CH:17]=[CH:16][C:15]([C:18]([N:20]([CH2:23][CH3:24])[CH2:21][CH3:22])=[O:19])=[CH:14][CH:13]=1.[NH2:36][C:37]1C=CC=C[C:38]=1C(=C1CCN(CC2C=CN=CC=2)CC1)C1C=CC(C(N(CC)CC)=O)=CC=1.ClC(OC)=O.